The task is: Predict the product of the given reaction.. This data is from Forward reaction prediction with 1.9M reactions from USPTO patents (1976-2016). (1) The product is: [Cl:1][C:13]1[CH:18]=[CH:17][CH:16]=[CH:15][C:14]=1[C:29]1[CH:28]=[N:27][C:26]2[N:25]([N:38]=[CH:41][C:42]=2[C:31](=[O:34])[NH:2][N:3]2[CH2:7][CH2:6][CH2:5][CH2:4]2)[C:24]=1[C:23]1[CH:22]=[CH:7][C:6]([Cl:19])=[CH:5][CH:4]=1. Given the reactants [ClH:1].[NH2:2][N:3]1[CH2:7][CH2:6][CH2:5][CH2:4]1.O.ON1[C:14]2[CH:15]=[CH:16][CH:17]=[CH:18][C:13]=2N=N1.[ClH:19].CN(C)[CH2:22][CH2:23][CH2:24][N:25]=[C:26]=[N:27][CH2:28][CH3:29].[C:31](=[O:34])([O-])O.[Na+].C([N:38]([CH2:41][CH3:42])CC)C, predict the reaction product. (2) Given the reactants [F:1][C:2]([F:27])([F:26])[C@@H:3]([C:5]1[CH:10]=[CH:9][C:8]([N:11]2[CH2:24][CH2:23][C:13]3([CH2:22][CH2:21][C:16]4(OCC[O:17]4)[CH2:15][CH2:14]3)[C:12]2=[O:25])=[CH:7][CH:6]=1)[OH:4].Cl, predict the reaction product. The product is: [F:27][C:2]([F:1])([F:26])[C@@H:3]([C:5]1[CH:10]=[CH:9][C:8]([N:11]2[CH2:24][CH2:23][C:13]3([CH2:14][CH2:15][C:16](=[O:17])[CH2:21][CH2:22]3)[C:12]2=[O:25])=[CH:7][CH:6]=1)[OH:4].